This data is from Reaction yield outcomes from USPTO patents with 853,638 reactions. The task is: Predict the reaction yield, written as a fraction of the theoretical maximum amount of product (1.0 means a 100% yield; for example, 0.34 means a 34% yield). The product is [CH2:1]([C:3]1[S:4][CH:5]=[C:6](/[CH:8]=[CH:9]/[C:10]2[C:11]([O:21][CH2:22][C:23]3[CH:46]=[CH:45][C:26]([O:27][CH2:28][C:29]4[N:30]=[C:31]([C:35]5[O:39][C:38]([C:40]([OH:42])=[O:41])=[CH:37][CH:36]=5)[O:32][C:33]=4[CH3:34])=[C:25]([O:47][CH3:48])[CH:24]=3)=[N:12][N:13]([C:15]3[CH:20]=[CH:19][CH:18]=[CH:17][CH:16]=3)[CH:14]=2)[N:7]=1)[CH3:2]. The catalyst is O.C(O)C. The yield is 0.840. The reactants are [CH2:1]([C:3]1[S:4][CH:5]=[C:6](/[CH:8]=[CH:9]/[C:10]2[C:11]([O:21][CH2:22][C:23]3[CH:46]=[CH:45][C:26]([O:27][CH2:28][C:29]4[N:30]=[C:31]([C:35]5[O:39][C:38]([C:40]([O:42]CC)=[O:41])=[CH:37][CH:36]=5)[O:32][C:33]=4[CH3:34])=[C:25]([O:47][CH3:48])[CH:24]=3)=[N:12][N:13]([C:15]3[CH:20]=[CH:19][CH:18]=[CH:17][CH:16]=3)[CH:14]=2)[N:7]=1)[CH3:2].O1CCCC1.[OH-].[Na+].Cl.